This data is from Reaction yield outcomes from USPTO patents with 853,638 reactions. The task is: Predict the reaction yield, written as a fraction of the theoretical maximum amount of product (1.0 means a 100% yield; for example, 0.34 means a 34% yield). (1) The reactants are Cl[C:2]1[N:7]=[C:6]([O:8][CH:9]2[CH2:14][CH2:13][N:12]([C:15]([O:17][C:18]([CH3:21])([CH3:20])[CH3:19])=[O:16])[CH2:11][CH2:10]2)[CH:5]=[CH:4][N:3]=1.[NH2:22][C:23]1[CH:24]=[C:25]([C:32]2[S:36][C:35]([C:37]3([OH:41])[CH2:40][CH2:39][CH2:38]3)=[N:34][CH:33]=2)[CH:26]=[C:27]([N+:29]([O-:31])=[O:30])[CH:28]=1.CC1(C)C2C(=C(P(C3C=CC=CC=3)C3C=CC=CC=3)C=CC=2)OC2C(P(C3C=CC=CC=3)C3C=CC=CC=3)=CC=CC1=2.C(=O)([O-])[O-].[Cs+].[Cs+]. The catalyst is O1CCOCC1.C([O-])(=O)C.[Pd+2].C([O-])(=O)C. The product is [OH:41][C:37]1([C:35]2[S:36][C:32]([C:25]3[CH:24]=[C:23]([NH:22][C:2]4[N:7]=[C:6]([O:8][CH:9]5[CH2:14][CH2:13][N:12]([C:15]([O:17][C:18]([CH3:21])([CH3:20])[CH3:19])=[O:16])[CH2:11][CH2:10]5)[CH:5]=[CH:4][N:3]=4)[CH:28]=[C:27]([N+:29]([O-:31])=[O:30])[CH:26]=3)=[CH:33][N:34]=2)[CH2:40][CH2:39][CH2:38]1. The yield is 0.700. (2) The reactants are Br[C:2]1[CH:3]=[C:4]([CH:8]2[C:17]([CH3:19])([CH3:18])[CH2:16][C:15]3[C:10](=[CH:11][CH:12]=[C:13]([C:20]([OH:22])=[O:21])[CH:14]=3)[NH:9]2)[CH:5]=[CH:6][CH:7]=1.[CH2:23]([C@H:30]1[CH2:34][O:33][C:32](=[O:35])[NH:31]1)[C:24]1[CH:29]=[CH:28][CH:27]=[CH:26][CH:25]=1.Cl.CN(C)CC(O)=O.C(=O)([O-])[O-].[K+].[K+]. The catalyst is CS(C)=O.[Cu]I. The product is [CH2:23]([C@H:30]1[CH2:34][O:33][C:32](=[O:35])[N:31]1[C:2]1[CH:3]=[C:4]([CH:8]2[C:17]([CH3:19])([CH3:18])[CH2:16][C:15]3[C:10](=[CH:11][CH:12]=[C:13]([C:20]([OH:22])=[O:21])[CH:14]=3)[NH:9]2)[CH:5]=[CH:6][CH:7]=1)[C:24]1[CH:25]=[CH:26][CH:27]=[CH:28][CH:29]=1. The yield is 0.800.